Dataset: Full USPTO retrosynthesis dataset with 1.9M reactions from patents (1976-2016). Task: Predict the reactants needed to synthesize the given product. Given the product [ClH:19].[NH2:8][CH2:9][C:10]1([C:16]([OH:18])=[O:17])[CH2:12][CH:11]1[CH:13]([CH3:15])[CH3:14], predict the reactants needed to synthesize it. The reactants are: C(OC([NH:8][CH2:9][C:10]1([C:16]([OH:18])=[O:17])[CH2:12][CH:11]1[CH:13]([CH3:15])[CH3:14])=O)(C)(C)C.[ClH:19].CCOCC.